Dataset: Full USPTO retrosynthesis dataset with 1.9M reactions from patents (1976-2016). Task: Predict the reactants needed to synthesize the given product. (1) Given the product [NH2:1][C:2]1[CH:7]=[CH:6][CH:5]=[CH:4][C:3]=1[NH:8][C:9]([C:11]1[CH:12]=[N:13][C:14]([N:17]2[CH2:18][CH2:19][N:20]([CH2:24][CH2:25][O:26][C:27]3[CH:32]=[CH:31][CH:30]=[CH:29][CH:28]=3)[CH2:21][CH2:22]2)=[N:15][CH:16]=1)=[O:10], predict the reactants needed to synthesize it. The reactants are: [NH2:1][C:2]1[CH:7]=[CH:6][CH:5]=[CH:4][C:3]=1[NH:8][C:9]([C:11]1[CH:12]=[N:13][C:14]([N:17]2[CH2:22][CH2:21][NH:20][CH2:19][CH2:18]2)=[N:15][CH:16]=1)=[O:10].Br[CH2:24][CH2:25][O:26][C:27]1[CH:32]=[CH:31][CH:30]=[CH:29][CH:28]=1.C(N(CC)CC)C.[I-].[K+]. (2) Given the product [CH3:15][C:13]1([CH2:16][NH:17][C:18](=[O:27])[O:19][CH2:20][C:21]2[CH:26]=[CH:25][CH:24]=[CH:23][CH:22]=2)[O:14][C:4]2=[N:8][C:7]([N+:9]([O-:11])=[O:10])=[CH:6][N:5]2[CH2:12]1, predict the reactants needed to synthesize it. The reactants are: [N+]([C:4]1[NH:5][CH:6]=[C:7]([N+:9]([O-:11])=[O:10])[N:8]=1)([O-])=O.[CH3:12][C:13]1([CH2:16][NH:17][C:18](=[O:27])[O:19][CH2:20][C:21]2[CH:26]=[CH:25][CH:24]=[CH:23][CH:22]=2)[CH2:15][O:14]1.C([O-])(=O)C.[Na+].C(=O)([O-])O.[Na+]. (3) Given the product [Cl:8][C:6]1[CH:5]=[C:4]([C:9]2([C:27]([F:28])([F:30])[F:29])[CH2:13][CH2:12][N:11]([C:14]3[S:15][C:16]4[C:22]([NH2:23])=[CH:21][CH:20]=[CH:19][C:17]=4[N:18]=3)[CH2:10]2)[CH:3]=[C:2]([Cl:1])[CH:7]=1, predict the reactants needed to synthesize it. The reactants are: [Cl:1][C:2]1[CH:3]=[C:4]([C:9]2([C:27]([F:30])([F:29])[F:28])[CH2:13][CH2:12][N:11]([C:14]3[S:15][C:16]4[C:22]([NH:23]C(=O)[O-])=[CH:21][CH:20]=[CH:19][C:17]=4[N:18]=3)[CH2:10]2)[CH:5]=[C:6]([Cl:8])[CH:7]=1.FC(F)(F)C(O)=O. (4) Given the product [O:35]=[S:2]1(=[O:1])[C:7]2[CH:8]=[CH:9][CH:10]=[CH:11][C:6]=2[NH:5][C:4]([C:12]2[C:13](=[O:34])[N:14]([NH:23][CH:24]3[CH2:29][CH2:28][CH2:27][CH:26]([C:30]([F:33])([F:31])[F:32])[CH2:25]3)[C:15]3[C:20]([C:21]=2[OH:22])=[CH:19][CH:18]=[CH:17][CH:16]=3)=[N:3]1, predict the reactants needed to synthesize it. The reactants are: [O:1]=[S:2]1(=[O:35])[C:7]2[CH:8]=[CH:9][CH:10]=[CH:11][C:6]=2[NH:5][C:4]([C:12]2[C:13](=[O:34])[N:14]([N:23]=[C:24]3[CH2:29][CH2:28][CH2:27][CH:26]([C:30]([F:33])([F:32])[F:31])[CH2:25]3)[C:15]3[C:20]([C:21]=2[OH:22])=[CH:19][CH:18]=[CH:17][CH:16]=3)=[N:3]1.CO.[BH4-].[Li+].Cl. (5) The reactants are: C(O[CH2:9][C@@H:10]1[C@@H:14]([CH2:15][CH2:16][CH2:17][CH3:18])[CH2:13][N:12]([C@@H:19]([C:25]([CH3:28])([CH3:27])[CH3:26])[C:20]([N:22]([CH3:24])[CH3:23])=[O:21])[C:11]1=[O:29])C1C=CC=CC=1.CC(OI1(OC(C)=O)(OC(C)=O)OC(=O)C2C=CC=CC1=2)=O.Cl.[CH2:53]([O:60][NH2:61])[C:54]1[CH:59]=[CH:58][CH:57]=[CH:56][CH:55]=1. Given the product [CH2:53]([O:60][N:61]=[CH:9][C@@H:10]1[C@@H:14]([CH2:15][CH2:16][CH2:17][CH3:18])[CH2:13][N:12]([C@@H:19]([C:25]([CH3:27])([CH3:26])[CH3:28])[C:20]([N:22]([CH3:23])[CH3:24])=[O:21])[C:11]1=[O:29])[C:54]1[CH:59]=[CH:58][CH:57]=[CH:56][CH:55]=1, predict the reactants needed to synthesize it. (6) Given the product [OH:29][CH:8]([C:5]1[CH:4]=[CH:3][C:2]([NH:1][C:39](=[O:40])[CH2:38][C:33]2[CH:34]=[CH:35][CH:36]=[CH:37][C:32]=2[O:31][CH3:30])=[CH:7][CH:6]=1)[CH2:9][N:10]1[C:14](=[O:15])[C:13]([C:22]2[CH:23]=[CH:24][CH:25]=[CH:26][CH:27]=2)([C:16]2[CH:21]=[CH:20][CH:19]=[CH:18][CH:17]=2)[N:12]=[C:11]1[CH3:28], predict the reactants needed to synthesize it. The reactants are: [NH2:1][C:2]1[CH:7]=[CH:6][C:5]([C:8](=[O:29])[CH2:9][N:10]2[C:14](=[O:15])[C:13]([C:22]3[CH:27]=[CH:26][CH:25]=[CH:24][CH:23]=3)([C:16]3[CH:21]=[CH:20][CH:19]=[CH:18][CH:17]=3)[N:12]=[C:11]2[CH3:28])=[CH:4][CH:3]=1.[CH3:30][O:31][C:32]1[CH:37]=[CH:36][CH:35]=[CH:34][C:33]=1[CH2:38][C:39](Cl)=[O:40]. (7) Given the product [CH3:3][CH:2]([N:4]([CH2:21][C:20]1[CH:19]=[C:18]([Cl:17])[CH:25]=[C:24]([Cl:26])[CH:23]=1)[C@H:5]1[CH2:9][CH2:8][N:7]([C:10]([O:12][C:13]([CH3:14])([CH3:16])[CH3:15])=[O:11])[CH2:6]1)[CH3:1], predict the reactants needed to synthesize it. The reactants are: [CH3:1][CH:2]([NH:4][C@H:5]1[CH2:9][CH2:8][N:7]([C:10]([O:12][C:13]([CH3:16])([CH3:15])[CH3:14])=[O:11])[CH2:6]1)[CH3:3].[Cl:17][C:18]1[CH:19]=[C:20]([CH:23]=[C:24]([Cl:26])[CH:25]=1)[CH:21]=O.C(O[BH-](OC(=O)C)OC(=O)C)(=O)C.[Na+]. (8) Given the product [Cl:1][C:2]1[CH:9]=[CH:8][CH:7]=[CH:6][C:3]=1[C:4]1[NH:15][C:13](=[O:14])[C:12]2[C:11](=[CH:19][C:18]([O:20][CH3:21])=[CH:17][C:16]=2[O:22][CH3:23])[N:10]=1, predict the reactants needed to synthesize it. The reactants are: [Cl:1][C:2]1[CH:9]=[CH:8][CH:7]=[CH:6][C:3]=1[CH:4]=O.[NH2:10][C:11]1[CH:19]=[C:18]([O:20][CH3:21])[CH:17]=[C:16]([O:22][CH3:23])[C:12]=1[C:13]([NH2:15])=[O:14].OS([O-])=O.[Na+].CC1C=CC(S(O)(=O)=O)=CC=1.O.